This data is from hERG potassium channel inhibition data for cardiac toxicity prediction from Karim et al.. The task is: Regression/Classification. Given a drug SMILES string, predict its toxicity properties. Task type varies by dataset: regression for continuous values (e.g., LD50, hERG inhibition percentage) or binary classification for toxic/non-toxic outcomes (e.g., AMES mutagenicity, cardiotoxicity, hepatotoxicity). Dataset: herg_karim. (1) The molecule is CCCCNCC(O)c1cc(Cl)cc2c1-c1ccc(Cl)cc1C2=Cc1ccc(Cl)cc1. The result is 1 (blocker). (2) The molecule is Cc1ccc(Cn2c([C@H]3CNCCO3)nc3ccccc32)cc1. The result is 1 (blocker). (3) The drug is O=S(=O)(NCCCN1CCC(c2noc3cc(F)ccc23)CC1)c1cnc2ccccn12. The result is 0 (non-blocker). (4) The compound is Cc1cccc(NC(=O)N[C@@H]2N=C(c3ccccc3)c3ccccc3N(C)C2=O)c1. The result is 1 (blocker). (5) The molecule is N#Cc1ccc(OCCN2CC3CN(CCNS(=O)(=O)c4cccc(F)c4)CC(C2)O3)cc1. The result is 0 (non-blocker). (6) The drug is CN(CCN1CC2CN(CCc3ccccc3)CC(C1)O2)S(=O)(=O)c1ccc(C#N)cc1. The result is 0 (non-blocker). (7) The molecule is Cn1c(SCCCN2CC3CCN(c4cccc(F)c4)C3C2)nnc1-c1cnccn1. The result is 1 (blocker). (8) The compound is CC1(C)CC(=O)c2c(C(F)(F)F)nn(-c3ccc(C(N)=O)c(NC4CCC(O)CC4)c3)c2C1. The result is 0 (non-blocker). (9) The molecule is CN1CCN(CCOc2cc(OC3CCOCC3)c3c(Nc4c(Cl)ccc5c4OCO5)ncnc3c2)CC1. The result is 0 (non-blocker). (10) The drug is Cn1cc([C@@]2(c3cc(C(=O)O)ccn3)N[C@@H](c3nc(-c4ccc(F)cc4)c[nH]3)Cc3c2[nH]c2ccccc32)cn1. The result is 0 (non-blocker).